This data is from Reaction yield outcomes from USPTO patents with 853,638 reactions. The task is: Predict the reaction yield, written as a fraction of the theoretical maximum amount of product (1.0 means a 100% yield; for example, 0.34 means a 34% yield). (1) The reactants are [OH:1][C@H:2]1[CH2:6][N:5]([C:7](=[O:15])[CH2:8][C:9]2[O:13][N:12]=[C:11]([CH3:14])[CH:10]=2)[C@H:4]([C:16]([OH:18])=O)[CH2:3]1.[NH:19]1[CH:23]=[CH:22][C:21]([C:24]2[CH:29]=[CH:28][C:27]([CH2:30][NH2:31])=[CH:26][CH:25]=2)=[CH:20]1.C(Cl)CCl.C1C=CC2N(O)N=NC=2C=1.CCN(C(C)C)C(C)C.[Cl-].[Na+]. The catalyst is CN(C=O)C. The product is [NH:19]1[CH:23]=[CH:22][C:21]([C:24]2[CH:29]=[CH:28][C:27]([CH2:30][NH:31][C:16]([C@@H:4]3[CH2:3][C@@H:2]([OH:1])[CH2:6][N:5]3[C:7](=[O:15])[CH2:8][C:9]3[O:13][N:12]=[C:11]([CH3:14])[CH:10]=3)=[O:18])=[CH:26][CH:25]=2)=[CH:20]1. The yield is 0.640. (2) The reactants are Br[C:2]1[CH:3]=[C:4]2[C:8](=[N:9][CH:10]=1)[NH:7][C:6](=[O:11])[CH2:5]2.[CH3:12][CH2:13][O:14][C:15]([CH3:17])=O. The catalyst is O.[Cl-].C([N+](CC)(CC)CC)C.C(#N)C.[F-].[K+]. The product is [O:14]1[CH:15]=[CH:17][CH:12]=[C:13]1[C:2]1[CH:3]=[C:4]2[C:8](=[N:9][CH:10]=1)[NH:7][C:6](=[O:11])[CH2:5]2. The yield is 0.360. (3) The reactants are [C:1]([O:5][C:6]1[CH:23]=[CH:22][CH:21]=[CH:20][C:7]=1[CH2:8][NH:9][CH2:10][CH2:11][NH:12][C:13](=[O:19])OC(C)(C)C)([CH3:4])([CH3:3])[CH3:2].Br[CH2:25][CH2:26][CH2:27][Cl:28].C([O-])([O-])=O.[K+].[K+]. The catalyst is CC#N. The product is [C:1]([O:5][C:6]1[CH:23]=[CH:22][CH:21]=[CH:20][C:7]=1[CH2:8][N:9]([CH2:25][CH2:26][CH2:27][Cl:28])[CH2:10][CH2:11][NH:12][C:13](=[O:19])[C:1]([CH3:4])([CH3:3])[CH3:2])([CH3:2])([CH3:3])[CH3:4]. The yield is 0.550. (4) The reactants are [Br:1][C:2]1[CH:3]=[C:4]([CH3:9])[C:5](N)=[N:6][CH:7]=1.[Br:10]Br.N([O-])=O.[Na+].[OH-].[K+]. The catalyst is Br.O. The product is [Br:10][C:5]1[C:4]([CH3:9])=[CH:3][C:2]([Br:1])=[CH:7][N:6]=1. The yield is 0.940. (5) The reactants are C([NH:11][CH2:12][CH2:13][CH2:14][CH2:15][C:16]1[CH:21]=[CH:20][C:19](OCCOC)=[CH:18][CH:17]=1)(OCC1C=CC=CC=1)=O.[C:27](O)(=[O:29])C.[H][H].[CH2:33]([OH:35])[CH3:34]. The catalyst is [Pd]. The product is [O:35]([CH:15]([C:16]1[CH:17]=[CH:18][CH:19]=[CH:20][CH:21]=1)[CH2:14][CH2:13][CH2:12][NH2:11])[CH2:33][CH2:34][O:29][CH3:27]. The yield is 0.920.